Dataset: Full USPTO retrosynthesis dataset with 1.9M reactions from patents (1976-2016). Task: Predict the reactants needed to synthesize the given product. (1) Given the product [C:25]([NH:29][C:30]([C:32]([N:48]([CH3:52])[C:49](=[O:51])[CH3:50])([CH2:44][CH2:45][CH2:46][CH2:47][B:19]1[O:20][C:21]([CH3:23])([CH3:22])[C:17]([CH3:24])([CH3:16])[O:18]1)[CH2:33][CH2:34][CH2:35][NH:36][C:37](=[O:43])[O:38][C:39]([CH3:40])([CH3:42])[CH3:41])=[O:31])([CH3:26])([CH3:27])[CH3:28], predict the reactants needed to synthesize it. The reactants are: C1(P(CC)C2C=CC=CC=2)C=CC=CC=1.[CH3:16][C:17]1([CH3:24])[C:21]([CH3:23])([CH3:22])[O:20][BH:19][O:18]1.[C:25]([NH:29][C:30]([C:32]([N:48]([CH3:52])[C:49](=[O:51])[CH3:50])([CH2:44][CH2:45][CH:46]=[CH2:47])[CH2:33][CH2:34][CH2:35][NH:36][C:37](=[O:43])[O:38][C:39]([CH3:42])([CH3:41])[CH3:40])=[O:31])([CH3:28])([CH3:27])[CH3:26]. (2) Given the product [CH2:1]([N:3]1[CH2:8][CH2:7][N:6]([CH2:9][CH:11]2[CH2:16][CH2:15][N:14]([C:17]([O:19][C:11]([CH3:16])([CH3:12])[CH3:9])=[O:18])[CH2:13][CH2:12]2)[CH2:5][CH2:4]1)[CH3:2], predict the reactants needed to synthesize it. The reactants are: [CH2:1]([N:3]1[CH2:8][CH2:7][NH:6][CH2:5][CH2:4]1)[CH3:2].[CH:9]([CH:11]1[CH2:16][CH2:15][N:14]([C:17]([OH:19])=[O:18])[CH2:13][CH2:12]1)=O. (3) Given the product [Cl:28][C:25]1[CH:26]=[CH:27][C:22]([CH:8]([C:9]2[C:17]3[C:12](=[C:13]([CH2:19][S:20][CH3:21])[CH:14]=[C:15]([F:18])[CH:16]=3)[NH:11][CH:10]=2)[CH2:7][CH2:6][C:29]#[N:30])=[CH:23][CH:24]=1, predict the reactants needed to synthesize it. The reactants are: CS(O[CH2:6][CH2:7][CH:8]([C:22]1[CH:27]=[CH:26][C:25]([Cl:28])=[CH:24][CH:23]=1)[C:9]1[C:17]2[C:12](=[C:13]([CH2:19][S:20][CH3:21])[CH:14]=[C:15]([F:18])[CH:16]=2)[NH:11][CH:10]=1)(=O)=O.[C-:29]#[N:30].[K+]. (4) Given the product [Cl:25][C:19]1[CH:20]=[C:21]([Cl:24])[CH:22]=[CH:23][C:18]=1[C:17]([N:10]([CH:11]1[CH2:16][CH2:15][O:14][CH2:13][CH2:12]1)[C:9]1[CH:8]=[C:7]([C:27]#[C:28][C:29]([CH3:32])([CH3:31])[CH3:30])[S:6][C:5]=1[C:3]([OH:4])=[O:2])=[O:26], predict the reactants needed to synthesize it. The reactants are: C[O:2][C:3]([C:5]1[S:6][C:7]([C:27]#[C:28][C:29]([CH3:32])([CH3:31])[CH3:30])=[CH:8][C:9]=1[N:10]([C:17](=[O:26])[C:18]1[CH:23]=[CH:22][C:21]([Cl:24])=[CH:20][C:19]=1[Cl:25])[CH:11]1[CH2:16][CH2:15][O:14][CH2:13][CH2:12]1)=[O:4].O.O.[OH-].[Li+]. (5) Given the product [C:1]([C:5]1[CH:16]=[C:9]([C:10]([CH3:15])([CH3:14])[CH2:11][OH:13])[C:8]([OH:12])=[CH:7][C:6]=1[NH:17][C:18]([C:20]1[C:29](=[O:30])[C:28]2[C:23](=[CH:24][CH:25]=[CH:26][CH:27]=2)[NH:22][CH:21]=1)=[O:19])([CH3:2])([CH3:3])[CH3:4], predict the reactants needed to synthesize it. The reactants are: [C:1]([C:5]1[C:6]([NH:17][C:18]([C:20]2[C:29](=[O:30])[C:28]3[C:23](=[CH:24][CH:25]=[CH:26][CH:27]=3)[NH:22][CH:21]=2)=[O:19])=[CH:7][C:8]2[O:12][C:11](=[O:13])[C:10]([CH3:15])([CH3:14])[C:9]=2[CH:16]=1)([CH3:4])([CH3:3])[CH3:2].CC1OCCC1.[H-].[Al+3].[Li+].[H-].[H-].[H-].O.O.O.O.OC(C(O)C([O-])=O)C([O-])=O.[Na+].[K+]. (6) Given the product [F:23][C:21]1[CH:20]=[CH:19][C:17]2[N:18]=[C:14]([NH:13][C@H:9]3[CH2:10][CH2:11][CH2:12][C@@H:8]3[N:6]([CH3:7])[C:4](=[O:5])[C:3]3[CH:24]=[CH:25][CH:26]=[CH:27][C:2]=3[O:48][CH3:47])[S:15][C:16]=2[CH:22]=1, predict the reactants needed to synthesize it. The reactants are: F[C:2]1[CH:27]=[CH:26][CH:25]=[C:24](F)[C:3]=1[C:4]([N:6]([C@H:8]1[CH2:12][CH2:11][CH2:10][C@@H:9]1[NH:13][C:14]1[S:15][C:16]2[CH:22]=[C:21]([F:23])[CH:20]=[CH:19][C:17]=2[N:18]=1)[CH3:7])=[O:5].FC1C=CC2N=C(N[C@H]3CCC[C@@H]3NC)SC=2C=1.[CH3:47][O:48]C1C=CC=CC=1C(O)=O.